From a dataset of Experimentally validated miRNA-target interactions with 360,000+ pairs, plus equal number of negative samples. Binary Classification. Given a miRNA mature sequence and a target amino acid sequence, predict their likelihood of interaction. (1) The miRNA is hsa-miR-4429 with sequence AAAAGCUGGGCUGAGAGGCG. The protein sequence of the target gene is MDLSVLPNNNHPDKFLQLDVKSLTRSSALLQASLVRFPGGNYPAAQHWQNLVYSQREKKNIAAQRIRGSSADSLVTADSPPPSMSSVMKNNPLYGDLSLEEAMEERKKNPSWTIEEYDKHSLHTNLSGHLKENPNDLRFWLGDMYTPGFDTLLKKEEKQEKHSKFCRMGLILLVVISILVTIVTIITFFT. Result: 0 (no interaction). (2) The miRNA is hsa-miR-3613-5p with sequence UGUUGUACUUUUUUUUUUGUUC. The protein sequence of the target gene is MMQTKVQNKKRQVAFFILLMLWGEVGSESIQYSVLEETESGTFVANLTKDLGLRVGELASRGARVVFKGNRQHLQFDPQTHDLLLNEKLDREELCGSTEPCVLPFQVLLENPLQFFQASLRVRDINDHAPEFPAREMLLKISEITMPGKIFPLKMAHDLDTGSNGLQRYTISSNPHFHVLTRNRSEGRKFPELVLDKPLDREEQPQLRLTLIALDGGSPPRSGTSEIQIQVLDINDNVPEFAQELYEAQVPENNPLGSLVITVSARDLDAGSFGKVSYALFQVDDVNQPFEINAITGEIR.... Result: 0 (no interaction). (3) The miRNA is hsa-miR-613 with sequence AGGAAUGUUCCUUCUUUGCC. The protein sequence of the target gene is MATAATEEPFPFHGLLPKKETGAASFLCRYPEYDGRGVLIAVLDTGVDPGAPGMQVTTDGKPKIVDIIDTTGSGDVNTATEVEPKDGEIVGLSGRVLKIPASWTNPSGKYHIGIKNGYDFYPKALKERIQKERKEKIWDPVHRVALAEACRKQEEFDVANNGSSQANKLIKEELQSQVELLNSFEKKYSDPGPVYDCLVWHDGEVWRACIDSNEDGDLSKSTVLRNYKEAQEYGSFGTAEMLNYSVNIYDDGNLLSIVTSGGAHGTHVASIAAGHFPEEPERNGVAPGAQILSIKIGDTR.... Result: 0 (no interaction). (4) The miRNA is mmu-miR-26a-5p with sequence UUCAAGUAAUCCAGGAUAGGCU. The protein sequence of the target gene is MATAIRDVGVWRQTRTLLLKNYLIKCRTKKSSVQEILFPLFFLFWLILVSMMHPNKKYEEVSDIELSPMDKFSLSNVILGYTPVTNITSSIMQRVSTDHLPKVIVTEEYANEKELVAASLSKSSNFVGVVFKDTMSYELRFFPEMIPVSSIYMNSREGCSKTCDAAQYWSLGFTVLQASIDAAIIQLKTNVSVWSELESTKAVIMGEAAVVEIDTFPRGVILIYLVIAFSPFGYFLAIHIVAEKEKKLKEFLKIMGLHDTAFWLSWVLLYASLIFLMSLLMAVIATASSLFPQSSSIVIF.... Result: 1 (interaction). (5) The miRNA is hsa-miR-6844 with sequence UUCUUUGUUUUUAAUUCACAG. The protein sequence of the target gene is MSTERDSETTFDEESQPNDEVVPYSDDETEDELEDQGSTVEPEQNRVNREAEKKRETFRKDCTWQVKANDRKFHEQPHFMNTKFFCIKESKYASNAIKTYKYNGFTFLPMNLFEQFKRAANFYFLILLILQAIPQISTLAWYTTLVPLLLVLGITAIKDLVDDVARHKMDKEINNRTCEVIKDGRFKIIKWKDIQVGDVIRLKKNDFIPADILLLSSSEPNSLCYVETAELDGETNLKFKMALEITDQYLQIEDNLATFDGFIECEEPNNRLDKFTGTLFWKNQSFPLDADKILLRGCVI.... Result: 0 (no interaction).